From a dataset of Catalyst prediction with 721,799 reactions and 888 catalyst types from USPTO. Predict which catalyst facilitates the given reaction. (1) Reactant: [NH2:1][S:2]([C:5]1[C:6]([Cl:16])=[CH:7][C:8]([F:15])=[C:9]([CH:14]=1)[C:10](OC)=[O:11])(=[O:4])=[O:3].[Cl-].[Cl-].[Ca+2].[BH4-].[Na+]. Product: [Cl:16][C:6]1[CH:7]=[C:8]([F:15])[C:9]([CH2:10][OH:11])=[CH:14][C:5]=1[S:2]([NH2:1])(=[O:3])=[O:4]. The catalyst class is: 242. (2) Reactant: [CH2:1]1[C:9]2[C:4](=[CH:5][CH:6]=[CH:7][CH:8]=2)[CH2:3][C:2]21[C:13](=[O:14])[NH:12][C:11](=[O:15])[NH:10]2.[Br:16]Br.O. Product: [Br:16][C:6]1[CH:5]=[C:4]2[C:9](=[CH:8][CH:7]=1)[CH2:1][C:2]1([C:13](=[O:14])[NH:12][C:11](=[O:15])[NH:10]1)[CH2:3]2. The catalyst class is: 201. (3) Reactant: [CH3:1][NH2:2].[Cl:3][C:4]1[CH:9]=[C:8](Cl)[CH:7]=[C:6]([Cl:11])[N:5]=1. Product: [Cl:3][C:4]1[CH:9]=[C:8]([NH:2][CH3:1])[CH:7]=[C:6]([Cl:11])[N:5]=1. The catalyst class is: 8.